From a dataset of NCI-60 drug combinations with 297,098 pairs across 59 cell lines. Regression. Given two drug SMILES strings and cell line genomic features, predict the synergy score measuring deviation from expected non-interaction effect. Drug 1: C1CC(C1)(C(=O)O)C(=O)O.[NH2-].[NH2-].[Pt+2]. Drug 2: CC=C1C(=O)NC(C(=O)OC2CC(=O)NC(C(=O)NC(CSSCCC=C2)C(=O)N1)C(C)C)C(C)C. Cell line: CAKI-1. Synergy scores: CSS=53.7, Synergy_ZIP=5.38, Synergy_Bliss=6.10, Synergy_Loewe=-29.8, Synergy_HSA=5.64.